This data is from Caco-2 cell permeability data measuring drug intestinal absorption for ~900 compounds. The task is: Regression/Classification. Given a drug SMILES string, predict its absorption, distribution, metabolism, or excretion properties. Task type varies by dataset: regression for continuous measurements (e.g., permeability, clearance, half-life) or binary classification for categorical outcomes (e.g., BBB penetration, CYP inhibition). For this dataset (caco2_wang), we predict Y. (1) The molecule is C[C@]12C[C@H](O)[C@H]3[C@@H](CCC4=CC(=O)CC[C@@]43C)[C@@H]1CC[C@@H]2C(=O)CO. The Y is -4.39 log Papp (cm/s). (2) The compound is COc1cccc2c1C(=O)c1c(O)c3c(c(O)c1C2=O)C[C@@](O)(C(C)=O)C[C@@H]3O[C@H]1C[C@H](N)[C@H](O)[C@H](C)O1. The Y is -6.10 log Papp (cm/s). (3) The molecule is CC(=O)NCC1CN(c2ccc(C(C)=O)cc2)C(=O)O1. The Y is -4.59 log Papp (cm/s). (4) The compound is COc1ccc2c(c1)[C@]13CCN4CC5=CCO[C@@H]6CC(=O)N2[C@@H]1[C@@H]6[C@@H]5C[C@@H]43. The Y is -4.57 log Papp (cm/s). (5) The compound is C[C@H]1C(=O)N(C)[C@H](C)C(=O)N[C@H](C)C(=O)N(C)[C@@H](C)C(=O)N[C@H](C)C(=O)N(C)[C@@H](C)C(=O)N1C. The Y is -4.70 log Papp (cm/s). (6) The compound is CC(=O)N(C)[C@@H](Cc1ccccc1)C(=O)N(C)[C@H](Cc1ccccc1)C(=O)N(C)[C@@H](Cc1ccccc1)C(N)=O. The Y is -4.69 log Papp (cm/s). (7) The Y is -4.43 log Papp (cm/s). The compound is O=C(CO)N1CCN(c2ccc(N3C[C@H](CNC(=S)C4CC4)OC3=O)cc2F)CC1.